This data is from Forward reaction prediction with 1.9M reactions from USPTO patents (1976-2016). The task is: Predict the product of the given reaction. Given the reactants [CH2:1]=[CH:2][C:3]1[CH2:23][S:22][C@@H:6]2[C@H:7]([NH:10][C:11](/[C:13](/[C:16]3[N:20]=[C:19]([NH2:21])[S:18][CH:17]=3)=[N:14]\[OH:15])=[O:12])[C:8](=[O:9])[N:5]2[C:4]=1[C:24]([OH:26])=[O:25].[Cs].C(N(CC(O)=O)CC(O)=O)CN(CC(O)=O)CC(O)=O, predict the reaction product. The product is: [CH2:1]=[CH:2][C:3]1[CH2:23][S:22][C@@H:6]2[C@H:7]([NH:10][C:11](/[C:13](/[C:16]3[N:20]=[C:19]([NH2:21])[S:18][CH:17]=3)=[N:14]\[OH:15])=[O:12])[C:8](=[O:9])[N:5]2[C:4]=1[C:24]([OH:26])=[O:25].